From a dataset of Catalyst prediction with 721,799 reactions and 888 catalyst types from USPTO. Predict which catalyst facilitates the given reaction. (1) Reactant: [CH3:1][C:2]1[C:7]([C:8]([O:10]C)=[O:9])=[C:6]([CH3:12])[N:5]=[CH:4][N:3]=1.[OH-].[Na+].Cl. Product: [CH3:1][C:2]1[C:7]([C:8]([OH:10])=[O:9])=[C:6]([CH3:12])[N:5]=[CH:4][N:3]=1. The catalyst class is: 6. (2) Reactant: [NH2:1][C:2]1[CH:3]=[C:4]2[C:9](=[C:10]([C:12]([F:15])([F:14])[F:13])[CH:11]=1)[N:8]=[CH:7][C:6]([C:16]#[N:17])=[C:5]2[NH:18][C:19]1[CH:24]=[CH:23][C:22]([F:25])=[C:21]([Cl:26])[CH:20]=1.[CH:27]([C:29]1[CH:36]=[CH:35][C:32]([C:33]#[N:34])=[CH:31][CH:30]=1)=O.[BH3-]C#N.[Na+]. Product: [Cl:26][C:21]1[CH:20]=[C:19]([NH:18][C:5]2[C:4]3[C:9](=[C:10]([C:12]([F:13])([F:14])[F:15])[CH:11]=[C:2]([NH:1][CH2:27][C:29]4[CH:36]=[CH:35][C:32]([C:33]#[N:34])=[CH:31][CH:30]=4)[CH:3]=3)[N:8]=[CH:7][C:6]=2[C:16]#[N:17])[CH:24]=[CH:23][C:22]=1[F:25]. The catalyst class is: 14.